This data is from Reaction yield outcomes from USPTO patents with 853,638 reactions. The task is: Predict the reaction yield, written as a fraction of the theoretical maximum amount of product (1.0 means a 100% yield; for example, 0.34 means a 34% yield). (1) The reactants are [CH:1]1([CH2:4][C:5]([NH:7][NH:8][C:9]2[N:10]=[N:11][CH:12]=[C:13]([N:19]3[CH2:24][CH2:23][CH:22]([C:25]4[C:30]([O:31][CH3:32])=[CH:29][CH:28]=[CH:27][C:26]=4[F:33])[CH2:21][CH2:20]3)[C:14]=2[C:15]([F:18])([F:17])[F:16])=O)[CH2:3][CH2:2]1.C1(P(C2C=CC=CC=2)C2C=CC=CC=2)C=CC=CC=1.N([Si](C)(C)C)=[N+]=[N-].CCOC(/N=N/C(OCC)=O)=O.C1(C)C=CC=CC=1. The catalyst is C(Cl)Cl. The product is [CH:1]1([CH2:4][C:5]2[N:10]3[N:11]=[CH:12][C:13]([N:19]4[CH2:24][CH2:23][CH:22]([C:25]5[C:30]([O:31][CH3:32])=[CH:29][CH:28]=[CH:27][C:26]=5[F:33])[CH2:21][CH2:20]4)=[C:14]([C:15]([F:16])([F:18])[F:17])[C:9]3=[N:8][N:7]=2)[CH2:3][CH2:2]1. The yield is 0.0330. (2) The reactants are [F:1][C:2]1[CH:3]=[C:4]([CH:8]=[C:9]([CH2:11][OH:12])[CH:10]=1)[C:5]([OH:7])=O.C(OC(Cl)=O)C.N1C=CC=CC=1.[CH3:25][NH:26][CH:27]1[C:43]2[C:36](=[CH:37][CH:38]=[C:39]([S:44][CH3:45])[C:40]([CH:42]=2)=[O:41])[C:35]2[C:30](=[CH:31][C:32]([O:50][CH3:51])=[C:33]([O:48][CH3:49])[C:34]=2[O:46][CH3:47])[CH2:29][CH2:28]1. The catalyst is ClCCl.O. The product is [F:1][C:2]1[CH:3]=[C:4]([CH:8]=[C:9]([CH2:11][OH:12])[CH:10]=1)[C:5]([N:26]([CH3:25])[C@@H:27]1[C:43]2[C:36](=[CH:37][CH:38]=[C:39]([S:44][CH3:45])[C:40](=[O:41])[CH:42]=2)[C:35]2[C:34]([O:46][CH3:47])=[C:33]([O:48][CH3:49])[C:32]([O:50][CH3:51])=[CH:31][C:30]=2[CH2:29][CH2:28]1)=[O:7]. The yield is 0.210. (3) The reactants are [CH3:1][S:2][C:3]1C=[CH:7][CH:6]=[CH:5][C:4]=1CCl.[Br:11]Br.Cl[CH2:14][Cl:15].S([O-])([O-])(=O)=S.[Na+].[Na+]. The catalyst is [Fe].C(OCC)(=O)C.O. The product is [Br:11][C:6]1[CH:5]=[CH:4][C:3]([S:2][CH3:1])=[C:14]([Cl:15])[CH:7]=1. The yield is 0.870. (4) The catalyst is C(O)C.S([O-])([O-])(=O)=O.[Ba+2].[Pd+2].S([O-])([O-])(=O)=O. The reactants are [N:1]1[CH:6]=[CH:5][CH:4]=[C:3]([C:7]#[C:8][C:9]2[CH:10]=[C:11]([C:19]3[N:20]=[C:21]([CH2:24][N:25]4[CH:29]=[C:28]([C:30]([O:32][CH2:33][CH3:34])=[O:31])[CH:27]=[N:26]4)[S:22][CH:23]=3)[CH:12]=[C:13]([C:15]([F:18])([F:17])[F:16])[CH:14]=2)[CH:2]=1.N1C=CC=CC=1. The yield is 0.460. The product is [N:1]1[CH:6]=[CH:5][CH:4]=[C:3](/[CH:7]=[CH:8]\[C:9]2[CH:10]=[C:11]([C:19]3[N:20]=[C:21]([CH2:24][N:25]4[CH:29]=[C:28]([C:30]([O:32][CH2:33][CH3:34])=[O:31])[CH:27]=[N:26]4)[S:22][CH:23]=3)[CH:12]=[C:13]([C:15]([F:16])([F:17])[F:18])[CH:14]=2)[CH:2]=1. (5) The reactants are Cl[C:2]1[CH:31]=[CH:30][CH:29]=[CH:28][C:3]=1[C:4]([NH:6][C:7]1[CH:12]=[CH:11][C:10]([C:13]2[S:17][C:16]([CH2:18][CH2:19][NH:20][S:21]([C:24]([F:27])([F:26])[F:25])(=[O:23])=[O:22])=[N:15][CH:14]=2)=[CH:9][CH:8]=1)=[O:5].NC1C=CC(C2SC(CCNS(C(F)(F)F)(=O)=O)=NC=2)=CC=1.C1(C(Cl)=O)CCCCC1. No catalyst specified. The product is [F:27][C:24]([F:25])([F:26])[S:21]([NH:20][CH2:19][CH2:18][C:16]1[S:17][C:13]([C:10]2[CH:9]=[CH:8][C:7]([NH:6][C:4]([CH:3]3[CH2:28][CH2:29][CH2:30][CH2:31][CH2:2]3)=[O:5])=[CH:12][CH:11]=2)=[CH:14][N:15]=1)(=[O:23])=[O:22]. The yield is 0.270. (6) The reactants are [O:1]1[C:5]2[CH:6]=[CH:7][C:8]([C:10](Cl)=[O:11])=[CH:9][C:4]=2[O:3][CH2:2]1.Cl.[CH3:14][O:15][C:16](=[O:23])[C@@H:17]([CH2:19][CH:20]([CH3:22])[CH3:21])[NH2:18]. No catalyst specified. The product is [O:3]1[C:4]2[CH:9]=[C:8]([C:10]([NH:18][C@H:17]([CH2:19][CH:20]([CH3:22])[CH3:21])[C:16]([O:15][CH3:14])=[O:23])=[O:11])[CH:7]=[CH:6][C:5]=2[O:1][CH2:2]1. The yield is 0.830. (7) The reactants are [N:1]([CH:4]1[CH:9]=[C:8]([C:10]2[CH:15]=[CH:14][N:13]=[CH:12][C:11]=2[N+:16]([O-:18])=[O:17])[CH2:7][CH2:6][CH:5]1[OH:19])=[N+:2]=[N-:3].[CH3:20][C:21]([Si:24](Cl)([CH3:26])[CH3:25])([CH3:23])[CH3:22].N1C=CN=C1.O. The catalyst is C(Cl)Cl.CN(C1C=CN=CC=1)C. The product is [N:1]([CH:4]1[CH:5]([O:19][Si:24]([C:21]([CH3:23])([CH3:22])[CH3:20])([CH3:26])[CH3:25])[CH2:6][CH2:7][C:8]([C:10]2[CH:15]=[CH:14][N:13]=[CH:12][C:11]=2[N+:16]([O-:18])=[O:17])=[CH:9]1)=[N+:2]=[N-:3]. The yield is 0.600. (8) The reactants are [NH2:1][C:2]1[N:7]=[CH:6][N:5]=[C:4]2[N:8]([CH2:25][C@H:26]3[CH2:30][CH2:29][CH2:28][N:27]3[C:31](=[O:35])[CH2:32][C:33]#[N:34])[N:9]=[C:10]([C:11]3[CH:16]=[CH:15][C:14]([O:17][C:18]4[CH:23]=[CH:22][CH:21]=[CH:20][CH:19]=4)=[CH:13][C:12]=3[F:24])[C:3]=12.N1[CH2:41][CH2:40][CH2:39][CH2:38]C1.C1(C=O)CC1. The catalyst is CO. The product is [NH2:1][C:2]1[N:7]=[CH:6][N:5]=[C:4]2[N:8]([CH2:25][C@H:26]3[CH2:30][CH2:29][CH2:28][N:27]3[C:31]([C:32](=[CH:38][CH:39]3[CH2:41][CH2:40]3)[C:33]#[N:34])=[O:35])[N:9]=[C:10]([C:11]3[CH:16]=[CH:15][C:14]([O:17][C:18]4[CH:19]=[CH:20][CH:21]=[CH:22][CH:23]=4)=[CH:13][C:12]=3[F:24])[C:3]=12. The yield is 0.330. (9) The reactants are O.C(O)(=O)CC(CC(O)=O)(C(O)=O)O.C(=[N:28][C:29]1([CH2:44][C:45]#[CH:46])[CH2:34][CH2:33][CH2:32][N:31]([CH2:35][O:36][CH2:37][CH2:38][Si:39]([CH3:42])([CH3:41])[CH3:40])[C:30]1=[O:43])(C1C=CC=CC=1)C1C=CC=CC=1. The catalyst is C1COCC1. The product is [NH2:28][C:29]1([CH2:44][C:45]#[CH:46])[CH2:34][CH2:33][CH2:32][N:31]([CH2:35][O:36][CH2:37][CH2:38][Si:39]([CH3:41])([CH3:40])[CH3:42])[C:30]1=[O:43]. The yield is 0.777. (10) The reactants are [C:1]([N:5]1[C:9]([C:10]2[CH:15]=[CH:14][C:13]([O:16][CH3:17])=[CH:12][CH:11]=2)=[C:8]([C:18]2[S:19][CH:20]=[C:21](/[CH:23]=[CH:24]/[C:25]([O:27]CC)=[O:26])[N:22]=2)[CH:7]=[N:6]1)([CH3:4])([CH3:3])[CH3:2].[OH-].[Na+].Cl. The yield is 0.970. The catalyst is C1COCC1.CO. The product is [C:1]([N:5]1[C:9]([C:10]2[CH:11]=[CH:12][C:13]([O:16][CH3:17])=[CH:14][CH:15]=2)=[C:8]([C:18]2[S:19][CH:20]=[C:21](/[CH:23]=[CH:24]/[C:25]([OH:27])=[O:26])[N:22]=2)[CH:7]=[N:6]1)([CH3:4])([CH3:2])[CH3:3].